The task is: Predict the reaction yield, written as a fraction of the theoretical maximum amount of product (1.0 means a 100% yield; for example, 0.34 means a 34% yield).. This data is from Reaction yield outcomes from USPTO patents with 853,638 reactions. (1) The reactants are [CH2:1]([O:8][N:9]1[C:15](=[O:16])[N:14]2[CH2:17][C@H:10]1[CH2:11][CH2:12][C@H:13]2[C:18]1[O:19]C(C2CCNCC2)=N[N:22]=1)[C:2]1[CH:7]=[CH:6][CH:5]=[CH:4][CH:3]=1.CC[N:31]=[C:32]=[N:33]CCCN(C)C.C1C=CC2N(O)N=NC=2C=1.ONC(N)=N. The catalyst is CN(C=O)C.O. The product is [NH2:33][C:32]1[N:22]=[C:18]([C@@H:13]2[CH2:12][CH2:11][C@@H:10]3[CH2:17][N:14]2[C:15](=[O:16])[N:9]3[O:8][CH2:1][C:2]2[CH:3]=[CH:4][CH:5]=[CH:6][CH:7]=2)[O:19][N:31]=1. The yield is 0.440. (2) The reactants are [NH2:1][C:2]1[S:3][C:4]([CH2:9][CH2:10][CH2:11][Cl:12])=[CH:5][C:6]=1[C:7]#[N:8].[C@@H:13]12[CH2:19][C@@H:16]([CH2:17][CH2:18]1)[CH2:15][C@H:14]2[C:20](Cl)=[O:21]. No catalyst specified. The product is [C@@H:13]12[CH2:19][C@@H:16]([CH2:17][CH2:18]1)[CH2:15][C@H:14]2[C:20]([NH:1][C:2]1[S:3][C:4]([CH2:9][CH2:10][CH2:11][Cl:12])=[CH:5][C:6]=1[C:7]#[N:8])=[O:21]. The yield is 0.480. (3) The reactants are [Cl:1][C:2]1[CH:3]=[C:4]2[C:10]([C:11]3[N:16]=[C:15]([NH:17][C@H:18]4[CH2:22][CH2:21][N:20]([C:23]([C:25]5([CH3:29])[CH2:28][O:27][CH2:26]5)=[O:24])[CH2:19]4)[C:14]([F:30])=[CH:13][N:12]=3)=[CH:9][NH:8][C:5]2=[N:6][CH:7]=1.Cl.ClC1C=C2C(C3N=C(N[C@@H]4CCNC4)C(F)=CN=3)=CN(S(C3C=CC(C)=CC=3)(=O)=O)C2=NC=1.CC1(C(O)=O)COC1. No catalyst specified. The product is [Cl:1][C:2]1[CH:3]=[C:4]2[C:10]([C:11]3[N:16]=[C:15]([NH:17][C@@H:18]4[CH2:22][CH2:21][N:20]([C:23]([C:25]5([CH3:29])[CH2:28][O:27][CH2:26]5)=[O:24])[CH2:19]4)[C:14]([F:30])=[CH:13][N:12]=3)=[CH:9][NH:8][C:5]2=[N:6][CH:7]=1. The yield is 0.440. (4) The reactants are C(OC([NH:8][C@H:9]([C:11]([NH:13][CH:14]1[N:20]=[C:19]([C:21]2[CH:26]=[CH:25][CH:24]=[CH:23][CH:22]=2)[C:18]2[CH:27]=[CH:28][CH:29]=[CH:30][C:17]=2[N:16]([CH2:31][C:32](=[O:39])[C:33]2[CH:38]=[CH:37][CH:36]=[CH:35][CH:34]=2)[C:15]1=[O:40])=[O:12])[CH3:10])=O)(C)(C)C.C(O)(C(F)(F)F)=O.C(Cl)Cl. No catalyst specified. The product is [NH2:8][C@H:9]([C:11]([NH:13][CH:14]1[N:20]=[C:19]([C:21]2[CH:26]=[CH:25][CH:24]=[CH:23][CH:22]=2)[C:18]2[CH:27]=[CH:28][CH:29]=[CH:30][C:17]=2[N:16]([CH2:31][C:32](=[O:39])[C:33]2[CH:38]=[CH:37][CH:36]=[CH:35][CH:34]=2)[C:15]1=[O:40])=[O:12])[CH3:10]. The yield is 0.940. (5) The reactants are C(OC(=O)[NH:7][CH2:8][C:9]([C:12]1[NH:13][C:14]([C:29]2[CH:34]=[CH:33][N:32]=[CH:31][CH:30]=2)=[C:15]([C:17]2[CH:18]=[C:19]3[C:23](=[CH:24][CH:25]=2)[C:22](=NOC)[CH2:21][CH2:20]3)[N:16]=1)([CH3:11])[CH3:10])(C)(C)C.Cl.[O:37]1CCOCC1. The catalyst is CC(C)=O. The product is [NH2:7][CH2:8][C:9]([C:12]1[NH:13][C:14]([C:29]2[CH:34]=[CH:33][N:32]=[CH:31][CH:30]=2)=[C:15]([C:17]2[CH:18]=[C:22]3[C:23](=[CH:24][CH:25]=2)[C:19](=[O:37])[CH2:20][CH2:21]3)[N:16]=1)([CH3:11])[CH3:10]. The yield is 0.620. (6) The reactants are B.O1CCCC1.[Br:7][C:8]1[CH:17]=[C:16]2[C:11]([O:12][CH2:13][C:14](=O)[NH:15]2)=[N:10][CH:9]=1. The catalyst is O1CCCC1. The product is [Br:7][C:8]1[CH:17]=[C:16]2[C:11]([O:12][CH2:13][CH2:14][NH:15]2)=[N:10][CH:9]=1. The yield is 0.690.